This data is from Reaction yield outcomes from USPTO patents with 853,638 reactions. The task is: Predict the reaction yield, written as a fraction of the theoretical maximum amount of product (1.0 means a 100% yield; for example, 0.34 means a 34% yield). The reactants are [O:1]1[CH2:6][CH2:5][N:4]([S:7]([C:10]2[CH:19]=[CH:18][C:13]([C:14]([NH:16][NH2:17])=[O:15])=[CH:12][CH:11]=2)(=[O:9])=[O:8])[CH2:3][CH2:2]1.[Cl:20][C:21]1[CH:22]=[CH:23][C:24]([OH:30])=[C:25]([C:27](=O)[CH3:28])[CH:26]=1. The catalyst is CO.C(O)(=O)C. The product is [Cl:20][C:21]1[CH:22]=[CH:23][C:24]([OH:30])=[C:25](/[C:27](=[N:17]/[NH:16][C:14](=[O:15])[C:13]2[CH:18]=[CH:19][C:10]([S:7]([N:4]3[CH2:5][CH2:6][O:1][CH2:2][CH2:3]3)(=[O:9])=[O:8])=[CH:11][CH:12]=2)/[CH3:28])[CH:26]=1. The yield is 0.506.